Predict the product of the given reaction. From a dataset of Forward reaction prediction with 1.9M reactions from USPTO patents (1976-2016). The product is: [O:50]=[S:46]1(=[O:49])[CH2:47][CH2:48][N:43]([CH2:40][C:41]#[C:42][C:9]2[CH:10]=[C:11]([C:15]3[C:19]([C:20]4[N:21]=[C:22]([CH:25]5[CH2:30][CH2:29][N:28]([C:31](=[O:38])[CH2:32][C:33]6[S:34][CH:35]=[CH:36][CH:37]=6)[CH2:27][CH2:26]5)[S:23][CH:24]=4)=[C:18]([CH3:39])[O:17][N:16]=3)[CH:12]=[CH:13][CH:14]=2)[CH2:44][CH2:45]1. Given the reactants FC(F)(F)C(O)=O.Br[C:9]1[CH:10]=[C:11]([C:15]2[C:19]([C:20]3[N:21]=[C:22]([CH:25]4[CH2:30][CH2:29][N:28]([C:31](=[O:38])[CH2:32][C:33]5[S:34][CH:35]=[CH:36][CH:37]=5)[CH2:27][CH2:26]4)[S:23][CH:24]=3)=[C:18]([CH3:39])[O:17][N:16]=2)[CH:12]=[CH:13][CH:14]=1.[CH2:40]([N:43]1[CH:48]=[CH:47][S:46](=[O:50])(=[O:49])[CH:45]=[CH:44]1)[C:41]#[CH:42].C(NCC)C.CN(C=O)C, predict the reaction product.